Dataset: Forward reaction prediction with 1.9M reactions from USPTO patents (1976-2016). Task: Predict the product of the given reaction. (1) Given the reactants [CH3:1][C:2]1[N:7]=[C:6]([NH2:8])[CH:5]=[CH:4][CH:3]=1.[Br:9][CH:10]([CH2:18][CH3:19])[C:11](=O)[CH2:12][C:13](OC)=[O:14].[OH-].[Na+], predict the reaction product. The product is: [Br:9][CH:10]([C:11]1[N:8]=[C:6]2[CH:5]=[CH:4][CH:3]=[C:2]([CH3:1])[N:7]2[C:13](=[O:14])[CH:12]=1)[CH2:18][CH3:19]. (2) Given the reactants [CH2:1]([O:3][C:4](=[O:26])[CH2:5][C:6]1[CH:7]=[N:8][CH:9]=[C:10]([C:12]2[CH:17]=[CH:16][C:15]([C:18]([F:21])([F:20])[F:19])=[CH:14][C:13]=2[CH2:22][NH:23][CH2:24][CH3:25])[CH:11]=1)[CH3:2].[CH2:27]([O:29][CH2:30][C:31](O)=[O:32])[CH3:28], predict the reaction product. The product is: [CH2:1]([O:3][C:4](=[O:26])[CH2:5][C:6]1[CH:7]=[N:8][CH:9]=[C:10]([C:12]2[CH:17]=[CH:16][C:15]([C:18]([F:19])([F:21])[F:20])=[CH:14][C:13]=2[CH2:22][N:23]([C:31](=[O:32])[CH2:30][O:29][CH2:27][CH3:28])[CH2:24][CH3:25])[CH:11]=1)[CH3:2]. (3) Given the reactants Cl[C:2]1[CH:11]=[CH:10][C:9]2[C:4](=[CH:5][CH:6]=[C:7]([N+:12]([O-:14])=[O:13])[CH:8]=2)[N:3]=1.[CH3:15][O:16][C:17]1[CH:24]=[CH:23][CH:22]=[CH:21][C:18]=1[CH2:19][NH2:20], predict the reaction product. The product is: [CH3:15][O:16][C:17]1[CH:24]=[CH:23][CH:22]=[CH:21][C:18]=1[CH2:19][NH:20][C:2]1[CH:11]=[CH:10][C:9]2[C:4](=[CH:5][CH:6]=[C:7]([N+:12]([O-:14])=[O:13])[CH:8]=2)[N:3]=1.